This data is from Full USPTO retrosynthesis dataset with 1.9M reactions from patents (1976-2016). The task is: Predict the reactants needed to synthesize the given product. (1) Given the product [OH:5][C:6]1[CH:11]=[CH:10][C:9]([CH2:12][CH2:13][C:14]([O:16][CH3:20])=[O:15])=[CH:8][C:7]=1[N+:17]([O-:19])=[O:18], predict the reactants needed to synthesize it. The reactants are: S(Cl)(Cl)=O.[OH:5][C:6]1[CH:11]=[CH:10][C:9]([CH2:12][CH2:13][C:14]([OH:16])=[O:15])=[CH:8][C:7]=1[N+:17]([O-:19])=[O:18].[CH3:20]O. (2) Given the product [CH2:1]([O:8][C:9]([N:11]([CH3:24])[CH2:12][CH2:13][C:14]1[CH:23]=[CH:22][C:17]([C:18]([OH:20])=[O:19])=[CH:16][CH:15]=1)=[O:10])[C:2]1[CH:7]=[CH:6][CH:5]=[CH:4][CH:3]=1, predict the reactants needed to synthesize it. The reactants are: [CH2:1]([O:8][C:9]([NH:11][CH2:12][CH2:13][C:14]1[CH:23]=[CH:22][C:17]([C:18]([O:20]C)=[O:19])=[CH:16][CH:15]=1)=[O:10])[C:2]1[CH:7]=[CH:6][CH:5]=[CH:4][CH:3]=1.[CH3:24]I.[H-].[Na+].Cl. (3) Given the product [C:40]([C:38]1[CH:37]=[CH:36][C:26]2[NH:27][C:23]([CH:22]([C:3]3[C:2]([CH3:1])=[CH:10][C:9]([CH3:11])=[C:8]4[C:4]=3[CH:5]=[CH:6][NH:7]4)[O:42][CH2:86][C:87]([OH:89])=[O:88])=[N:24][C:25]=2[CH:39]=1)#[N:41], predict the reactants needed to synthesize it. The reactants are: [CH3:1][C:2]1[C:3]([CH:22]([OH:42])[C:23]2[N:27](COCC[Si](C)(C)C)[C:26]3[CH:36]=[CH:37][C:38]([C:40]#[N:41])=[CH:39][C:25]=3[N:24]=2)=[C:4]2[C:8](=[C:9]([CH3:11])[CH:10]=1)[N:7](S(C1C=CC(C)=CC=1)(=O)=O)[CH:6]=[CH:5]2.CC1C(C(O)C2N(COCC[Si](C)(C)C)C3C=C(C#N)C=CC=3N=2)=C2C(=C(C)C=1)N(S(C1C=CC(C)=CC=1)(=O)=O)C=C2.Br[CH2:86][C:87]([O:89]C)=[O:88].CI. (4) Given the product [I:25][C:23]1[CH:22]=[CH:21][N:20]=[C:19]([O:15][CH2:14][C:13]2[CH:16]=[CH:17][C:10]([O:9][CH3:8])=[CH:11][CH:12]=2)[CH:24]=1, predict the reactants needed to synthesize it. The reactants are: [H-].[Na+].CN(C=O)C.[CH3:8][O:9][C:10]1[CH:17]=[CH:16][C:13]([CH2:14][OH:15])=[CH:12][CH:11]=1.F[C:19]1[CH:24]=[C:23]([I:25])[CH:22]=[CH:21][N:20]=1. (5) Given the product [Cl:37][C:31]1[CH:32]=[C:33]([Cl:36])[CH:34]=[CH:35][C:30]=1[C:26]1[N:27]=[C:28]([CH3:29])[C:23]([NH:49][C:39]2[C:48]3[C:43](=[CH:44][CH:45]=[CH:46][CH:47]=3)[CH:42]=[CH:41][N:40]=2)=[N:24][C:25]=1[CH3:38], predict the reactants needed to synthesize it. The reactants are: C(C1C(N[C@@H]2C3C(=CC=CC=3)C[C@@H]2O)=NC(CC)=CN=1)C.Br[C:23]1[C:28]([CH3:29])=[N:27][C:26]([C:30]2[CH:35]=[CH:34][C:33]([Cl:36])=[CH:32][C:31]=2[Cl:37])=[C:25]([CH3:38])[N:24]=1.[C:39]1([NH2:49])[C:48]2[C:43](=[CH:44][CH:45]=[CH:46][CH:47]=2)[CH:42]=[CH:41][N:40]=1. (6) Given the product [CH2:8]([O:15][C:16]1[C:21]([CH2:22][N:23]2[CH2:32][CH2:31][C:30]3[C:25](=[C:26]([Cl:50])[C:27]([CH:34]([O:48][CH3:49])[CH:35]4[CH2:40][CH2:39][NH:38][CH2:37][CH2:36]4)=[CH:28][C:29]=3[Cl:33])[C:24]2=[O:51])=[C:20]([CH3:52])[CH:19]=[C:18]([CH3:53])[N:17]=1)[C:9]1[CH:10]=[CH:11][CH:12]=[CH:13][CH:14]=1, predict the reactants needed to synthesize it. The reactants are: FC(F)(F)C(O)=O.[CH2:8]([O:15][C:16]1[C:21]([CH2:22][N:23]2[CH2:32][CH2:31][C:30]3[C:25](=[C:26]([Cl:50])[C:27]([CH:34]([O:48][CH3:49])[CH:35]4[CH2:40][CH2:39][N:38](C(OC(C)(C)C)=O)[CH2:37][CH2:36]4)=[CH:28][C:29]=3[Cl:33])[C:24]2=[O:51])=[C:20]([CH3:52])[CH:19]=[C:18]([CH3:53])[N:17]=1)[C:9]1[CH:14]=[CH:13][CH:12]=[CH:11][CH:10]=1. (7) Given the product [F:1][C:2]1[CH:7]=[C:6]([CH:8]([CH3:11])[CH2:9][OH:10])[CH:5]=[CH:4][C:3]=1[C:12]1[CH:13]=[C:14]([O:18][C:26](=[O:27])[NH:25][CH2:19][CH2:20][CH2:21][CH2:22][CH2:23][CH3:24])[CH:15]=[CH:16][CH:17]=1, predict the reactants needed to synthesize it. The reactants are: [F:1][C:2]1[CH:7]=[C:6]([CH:8]([CH3:11])[CH2:9][OH:10])[CH:5]=[CH:4][C:3]=1[C:12]1[CH:13]=[C:14]([OH:18])[CH:15]=[CH:16][CH:17]=1.[CH2:19]([N:25]=[C:26]=[O:27])[CH2:20][CH2:21][CH2:22][CH2:23][CH3:24].